This data is from Full USPTO retrosynthesis dataset with 1.9M reactions from patents (1976-2016). The task is: Predict the reactants needed to synthesize the given product. (1) Given the product [N+:1]([C:4]1[CH:9]=[CH:8][C:7]([O:10][P:11]([C:23]2[CH:28]=[CH:27][CH:26]=[CH:25][CH:24]=2)(=[O:12])[O:29][C:30]2[CH:31]=[C:32]3[C:36](=[CH:37][CH:38]=2)[N:35]([C:39](=[O:41])[CH3:40])[N:34]=[CH:33]3)=[CH:6][CH:5]=1)([O-:3])=[O:2], predict the reactants needed to synthesize it. The reactants are: [N+:1]([C:4]1[CH:9]=[CH:8][C:7]([O:10][P:11]([C:23]2[CH:28]=[CH:27][CH:26]=[CH:25][CH:24]=2)(=O)[O:12]C2C=CC([N+]([O-])=O)=CC=2)=[CH:6][CH:5]=1)([O-:3])=[O:2].[OH:29][C:30]1[CH:31]=[C:32]2[C:36](=[CH:37][CH:38]=1)[N:35]([C:39](=[O:41])[CH3:40])[N:34]=[CH:33]2.N12CCCN=C1CCCCC2. (2) Given the product [N+:1]([C:4]1[CH:5]=[C:6]([CH:11]=[CH:12][CH:13]=1)[CH:7]=[CH:8][CH:9]=[N:14][NH:15][C:16]([NH2:18])=[S:17])([O-:3])=[O:2], predict the reactants needed to synthesize it. The reactants are: [N+:1]([C:4]1[CH:5]=[C:6]([CH:11]=[CH:12][CH:13]=1)[CH:7]=[CH:8][CH:9]=O)([O-:3])=[O:2].[NH2:14][NH:15][C:16]([NH2:18])=[S:17]. (3) Given the product [F:12][C:9]([F:10])([F:11])[C:7]1[CH:6]=[C:5]([C:13]([CH3:51])([CH3:50])[C:14]([N:16]([C:18]2[CH:19]=[N:20][C:21]([N:32]3[CH2:37][CH2:36][N:35]4[CH2:38][CH2:39][CH2:40][C@H:34]4[C@@H:33]3[CH2:41][OH:42])=[CH:22][C:23]=2[C:24]2[CH:29]=[CH:28][C:27]([F:30])=[CH:26][C:25]=2[CH3:31])[CH3:17])=[O:15])[CH:4]=[C:3]([C:2]([F:1])([F:52])[F:53])[CH:8]=1, predict the reactants needed to synthesize it. The reactants are: [F:1][C:2]([F:53])([F:52])[C:3]1[CH:4]=[C:5]([C:13]([CH3:51])([CH3:50])[C:14]([N:16]([C:18]2[CH:19]=[N:20][C:21]([N:32]3[CH2:37][CH2:36][N:35]4[CH2:38][CH2:39][CH2:40][C@H:34]4[C@@H:33]3[CH2:41][O:42][Si](C(C)(C)C)(C)C)=[CH:22][C:23]=2[C:24]2[CH:29]=[CH:28][C:27]([F:30])=[CH:26][C:25]=2[CH3:31])[CH3:17])=[O:15])[CH:6]=[C:7]([C:9]([F:12])([F:11])[F:10])[CH:8]=1.N. (4) Given the product [C:1]1([C:7]2[N:8]([CH2:19][C:20]3[CH:29]=[CH:28][C:23]([C:24]([O:26][CH3:27])=[O:25])=[CH:22][CH:21]=3)[C:9]3[C:14]([CH:15]=2)=[CH:13][CH:12]=[CH:11][CH:10]=3)[CH:6]=[CH:5][CH:4]=[CH:3][CH:2]=1, predict the reactants needed to synthesize it. The reactants are: [C:1]1([C:7]2[NH:8][C:9]3[C:14]([CH:15]=2)=[CH:13][CH:12]=[CH:11][CH:10]=3)[CH:6]=[CH:5][CH:4]=[CH:3][CH:2]=1.[H-].[Na+].Br[CH2:19][C:20]1[CH:29]=[CH:28][C:23]([C:24]([O:26][CH3:27])=[O:25])=[CH:22][CH:21]=1.C(O)(=O)CC(CC(O)=O)(C(O)=O)O. (5) Given the product [O:1]=[C:2]1[NH:7][N:6]=[CH:5][C:4]([C:8]([O:10][CH2:16][CH3:17])=[O:9])=[CH:3]1, predict the reactants needed to synthesize it. The reactants are: [O:1]=[C:2]1[NH:7][N:6]=[CH:5][C:4]([C:8]([OH:10])=[O:9])=[CH:3]1.OS(O)(=O)=O.[CH3:16][CH2:17]O.